Regression. Given a peptide amino acid sequence and an MHC pseudo amino acid sequence, predict their binding affinity value. This is MHC class I binding data. From a dataset of Peptide-MHC class I binding affinity with 185,985 pairs from IEDB/IMGT. (1) The peptide sequence is WMACHSAAF. The MHC is HLA-A03:01 with pseudo-sequence HLA-A03:01. The binding affinity (normalized) is 0.0847. (2) The binding affinity (normalized) is 0.926. The peptide sequence is FVVYNLTGV. The MHC is HLA-A02:01 with pseudo-sequence HLA-A02:01. (3) The peptide sequence is FVGLALLTL. The MHC is HLA-B07:02 with pseudo-sequence HLA-B07:02. The binding affinity (normalized) is 0. (4) The peptide sequence is VLKLRFWLI. The MHC is HLA-A31:01 with pseudo-sequence HLA-A31:01. The binding affinity (normalized) is 0.0847. (5) The MHC is HLA-B44:02 with pseudo-sequence HLA-B44:02. The peptide sequence is WENGFKVVL. The binding affinity (normalized) is 0.0847.